This data is from Full USPTO retrosynthesis dataset with 1.9M reactions from patents (1976-2016). The task is: Predict the reactants needed to synthesize the given product. (1) Given the product [OH:24][C:20]1[CH:19]=[C:18]([C:17]2[CH:8]([C:5]3[CH:4]=[CH:3][C:2]([I:1])=[CH:7][CH:6]=3)[O:9][C:10]3[C:15]([C:16]=2[CH3:32])=[CH:14][CH:13]=[CH:12][C:11]=3[OH:33])[CH:23]=[CH:22][CH:21]=1, predict the reactants needed to synthesize it. The reactants are: [I:1][C:2]1[CH:7]=[CH:6][C:5]([CH:8]2[CH:17]([C:18]3[CH:23]=[CH:22][CH:21]=[C:20]([O:24]C4CCCCO4)[CH:19]=3)[C:16]([CH3:32])(O)[C:15]3[C:10](=[C:11]([O:33]C4CCCCO4)[CH:12]=[CH:13][CH:14]=3)[O:9]2)=[CH:4][CH:3]=1.O.C(O)(=O)C. (2) Given the product [Br:14][C:12]1[CH:11]=[CH:10][C:9]([O:15][CH2:16][CH3:17])=[C:8]([C:6]2[N:5]=[CH:4][N:3]=[C:2]([NH:23][C:22]3[CH:24]=[CH:25][C:19]([F:18])=[CH:20][CH:21]=3)[CH:7]=2)[CH:13]=1, predict the reactants needed to synthesize it. The reactants are: Cl[C:2]1[CH:7]=[C:6]([C:8]2[CH:13]=[C:12]([Br:14])[CH:11]=[CH:10][C:9]=2[O:15][CH2:16][CH3:17])[N:5]=[CH:4][N:3]=1.[F:18][C:19]1[CH:25]=[CH:24][C:22]([NH2:23])=[CH:21][CH:20]=1. (3) The reactants are: C(=O)([O-])[O-].[K+].[K+].N1CCC[C@H]1C(O)=O.[C:15]([O:19][C:20]([NH:22][CH:23]1[CH2:28][CH2:27][CH2:26][NH:25][CH2:24]1)=[O:21])([CH3:18])([CH3:17])[CH3:16].I[C:30]1[CH:41]=[CH:40][CH:39]=[CH:38][C:31]=1[O:32][CH2:33][C:34]([O:36][CH3:37])=[O:35]. Given the product [C:15]([O:19][C:20]([NH:22][CH:23]1[CH2:28][CH2:27][CH2:26][N:25]([C:38]2[CH:39]=[CH:40][CH:41]=[CH:30][C:31]=2[O:32][CH2:33][C:34]([O:36][CH3:37])=[O:35])[CH2:24]1)=[O:21])([CH3:18])([CH3:16])[CH3:17], predict the reactants needed to synthesize it. (4) The reactants are: OC(C(F)(F)F)=O.[F:8][C:9]1[CH:10]=[C:11]([C:15]2[N:20]=[CH:19][C:18]([C:21]([NH:23][C@H:24]3[C@@H:28]([OH:29])[CH2:27][NH:26][CH2:25]3)=[O:22])=[CH:17][N:16]=2)[CH:12]=[CH:13][CH:14]=1.Cl[C:31]1[CH:36]=[C:35]([C:37]([C:39]2[S:40][CH:41]=[CH:42][N:43]=2)=[O:38])[CH:34]=[CH:33][N:32]=1. Given the product [F:8][C:9]1[CH:10]=[C:11]([C:15]2[N:20]=[CH:19][C:18]([C:21]([NH:23][C@H:24]3[C@@H:28]([OH:29])[CH2:27][N:26]([C:31]4[CH:36]=[C:35]([C:37]([C:39]5[S:40][CH:41]=[CH:42][N:43]=5)=[O:38])[CH:34]=[CH:33][N:32]=4)[CH2:25]3)=[O:22])=[CH:17][N:16]=2)[CH:12]=[CH:13][CH:14]=1, predict the reactants needed to synthesize it. (5) The reactants are: Br[CH2:2][C:3](=O)[C:4]([O:6][CH2:7][CH3:8])=[O:5].[F:10][C:11]1[CH:16]=[C:15]([F:17])[C:14]([F:18])=[CH:13][C:12]=1[NH:19][C:20]([NH2:22])=[O:21].O. Given the product [F:10][C:11]1[CH:16]=[C:15]([F:17])[C:14]([F:18])=[CH:13][C:12]=1[NH:19][C:20]1[O:21][CH:2]=[C:3]([C:4]([O:6][CH2:7][CH3:8])=[O:5])[N:22]=1, predict the reactants needed to synthesize it. (6) The reactants are: [CH2:1]([C:3]1[C:4](=[O:9])[O:5][CH2:6][C:7]=1[OH:8])[CH3:2].N1C(C)=CC=CC=1C.[S:18](O[S:18]([C:21]([F:24])([F:23])[F:22])(=[O:20])=[O:19])([C:21]([F:24])([F:23])[F:22])(=[O:20])=[O:19]. Given the product [F:22][C:21]([F:24])([F:23])[S:18]([O:8][C:7]1[CH2:6][O:5][C:4](=[O:9])[C:3]=1[CH2:1][CH3:2])(=[O:20])=[O:19], predict the reactants needed to synthesize it. (7) Given the product [ClH:32].[CH3:1][C:2]1[CH:11]=[C:10]([N:12]2[CH2:16][CH2:15][CH:14]([C:17]3[CH:22]=[CH:21][CH:20]=[CH:19][CH:18]=3)[CH2:13]2)[C:9]2[C:4](=[CH:5][CH:6]=[C:7]([NH:23][C:24](=[O:31])[C:25]3[CH:30]=[CH:29][CH:28]=[CH:27][CH:26]=3)[CH:8]=2)[N:3]=1, predict the reactants needed to synthesize it. The reactants are: [CH3:1][C:2]1[CH:11]=[C:10]([N:12]2[CH2:16][CH2:15][CH:14]([C:17]3[CH:22]=[CH:21][CH:20]=[CH:19][CH:18]=3)[CH2:13]2)[C:9]2[C:4](=[CH:5][CH:6]=[C:7]([NH2:23])[CH:8]=2)[N:3]=1.[C:24]([Cl:32])(=[O:31])[C:25]1[CH:30]=[CH:29][CH:28]=[CH:27][CH:26]=1.C(NC(C)C)(C)C.